Dataset: Forward reaction prediction with 1.9M reactions from USPTO patents (1976-2016). Task: Predict the product of the given reaction. (1) Given the reactants [CH3:1][CH:2]([CH3:30])[C@H:3]([NH:8][C:9]([C:11]1[O:15][C:14]([C:16]2[N:21]=[CH:20][C:19](OS(C(F)(F)F)(=O)=O)=[CH:18][CH:17]=2)=[CH:13][CH:12]=1)=[O:10])[C:4](=[O:7])[NH:5][CH3:6].[C:31]1(B(O)O)[CH:36]=[CH:35][CH:34]=[CH:33][CH:32]=1.C(=O)([O-])[O-].[K+].[K+], predict the reaction product. The product is: [CH3:1][CH:2]([CH3:30])[C@H:3]([NH:8][C:9]([C:11]1[O:15][C:14]([C:16]2[CH:17]=[CH:18][C:19]([C:31]3[CH:36]=[CH:35][CH:34]=[CH:33][CH:32]=3)=[CH:20][N:21]=2)=[CH:13][CH:12]=1)=[O:10])[C:4](=[O:7])[NH:5][CH3:6]. (2) The product is: [C:21]([C:19]1[CH:18]=[CH:17][N:16]=[C:15]([NH:13][NH:2]/[CH:4]=[C:5](\[CH2:11][CH3:12])/[C:6]([O:8][CH2:9][CH3:10])=[O:7])[CH:20]=1)#[N:22]. Given the reactants C[N:2](/[CH:4]=[C:5](\[CH2:11][CH3:12])/[C:6]([O:8][CH2:9][CH3:10])=[O:7])C.[NH:13]([C:15]1[CH:20]=[C:19]([C:21]#[N:22])[CH:18]=[CH:17][N:16]=1)N, predict the reaction product.